From a dataset of Full USPTO retrosynthesis dataset with 1.9M reactions from patents (1976-2016). Predict the reactants needed to synthesize the given product. (1) Given the product [CH:15]1([N:19]2[CH2:24][CH2:23][CH:22]([O:25][C:26]3[N:31]=[CH:30][C:29]([C:32]4[N:14]([CH3:13])[C:4](=[O:6])[C:3]5[CH:7]=[CH:8][N:9]=[C:10]([O:11][CH3:12])[C:2]=5[N:1]=4)=[CH:28][N:27]=3)[CH2:21][CH2:20]2)[CH2:18][CH2:17][CH2:16]1, predict the reactants needed to synthesize it. The reactants are: [NH2:1][C:2]1[C:10]([O:11][CH3:12])=[N:9][CH:8]=[CH:7][C:3]=1[C:4]([OH:6])=O.[CH3:13][NH2:14].[CH:15]1([N:19]2[CH2:24][CH2:23][CH:22]([O:25][C:26]3[N:31]=[CH:30][C:29]([CH:32]=O)=[CH:28][N:27]=3)[CH2:21][CH2:20]2)[CH2:18][CH2:17][CH2:16]1. (2) Given the product [Cl:1][C:2]1[CH:8]=[C:7]([N+:9]([O-:11])=[O:10])[CH:6]=[C:5]2[C:3]=1[NH:4][N:13]=[CH:12]2, predict the reactants needed to synthesize it. The reactants are: [Cl:1][C:2]1[CH:8]=[C:7]([N+:9]([O-:11])=[O:10])[CH:6]=[C:5]([CH3:12])[C:3]=1[NH2:4].[N:13]([O-])=O.[Na+]. (3) Given the product [NH:49]1[C:57]2[C:52](=[C:53]([C:58]3[CH:59]=[C:60]([NH:64][C:22]([C:17]4[C:18](=[O:21])[O:19][C:20]5[C:15]([CH:16]=4)=[CH:14][CH:13]=[CH:12][C:11]=5[OH:10])=[O:24])[CH:61]=[CH:62][CH:63]=3)[CH:54]=[CH:55][CH:56]=2)[CH:51]=[CH:50]1, predict the reactants needed to synthesize it. The reactants are: CCN(C(C)C)C(C)C.[OH:10][C:11]1[CH:12]=[CH:13][CH:14]=[C:15]2[C:20]=1[O:19][C:18](=[O:21])[C:17]([C:22]([OH:24])=O)=[CH:16]2.CN(C(ON1N=NC2C=CC=NC1=2)=[N+](C)C)C.F[P-](F)(F)(F)(F)F.[NH:49]1[C:57]2[C:52](=[C:53]([C:58]3[CH:59]=[C:60]([NH2:64])[CH:61]=[CH:62][CH:63]=3)[CH:54]=[CH:55][CH:56]=2)[CH:51]=[CH:50]1. (4) Given the product [CH:30]([C:33]1[CH:38]=[CH:37][C:36]([CH3:39])=[CH:35][C:34]=1[N:40]1[C:44](=[O:45])[CH2:43][S:42]/[C:41]/1=[N:46]\[C:47]([NH:27][CH:22]1[CH2:23][CH2:24][CH2:25][CH2:26][CH:21]1[C:18]1[CH:19]=[CH:20][C:15]([C:12]2[N:13]=[CH:14][N:10]([C:7]3[CH:6]=[CH:5][C:4]([O:3][C:2]([F:1])([F:28])[F:29])=[CH:9][CH:8]=3)[N:11]=2)=[CH:16][CH:17]=1)=[O:48])([CH3:32])[CH3:31], predict the reactants needed to synthesize it. The reactants are: [F:1][C:2]([F:29])([F:28])[O:3][C:4]1[CH:9]=[CH:8][C:7]([N:10]2[CH:14]=[N:13][C:12]([C:15]3[CH:20]=[CH:19][C:18]([CH:21]4[CH2:26][CH2:25][CH2:24][CH2:23][CH:22]4[NH2:27])=[CH:17][CH:16]=3)=[N:11]2)=[CH:6][CH:5]=1.[CH:30]([C:33]1[CH:38]=[CH:37][C:36]([CH3:39])=[CH:35][C:34]=1[N:40]1[C:44](=[O:45])[CH2:43][S:42]/[C:41]/1=[N:46]\[C:47](=O)[O:48]C1C=CC([N+]([O-])=O)=CC=1)([CH3:32])[CH3:31].C(=O)([O-])[O-].[Cs+].[Cs+]. (5) Given the product [O:22]1[C:21]2[CH:20]=[CH:19][C:17]([NH:18][C:10]3[C:9]4[C:4](=[CH:5][CH:6]=[CH:7][CH:8]=4)[N:3]=[C:2]([N:25]4[C:24]([CH3:23])=[CH:28][C:27]([CH3:29])=[N:26]4)[N:11]=3)=[CH:16][C:15]=2[O:14][CH2:13]1, predict the reactants needed to synthesize it. The reactants are: Cl[C:2]1[N:11]=[C:10](Cl)[C:9]2[C:4](=[CH:5][CH:6]=[CH:7][CH:8]=2)[N:3]=1.[CH2:13]1[O:22][C:21]2[CH:20]=[CH:19][C:17]([NH2:18])=[CH:16][C:15]=2[O:14]1.[CH3:23][C:24]1[CH:28]=[C:27]([CH3:29])[NH:26][N:25]=1.